This data is from Reaction yield outcomes from USPTO patents with 853,638 reactions. The task is: Predict the reaction yield, written as a fraction of the theoretical maximum amount of product (1.0 means a 100% yield; for example, 0.34 means a 34% yield). (1) The reactants are [OH:1][CH2:2][CH:3]1[O:8][CH2:7][CH2:6][N:5]([C:9]([O:11][C:12]([CH3:15])([CH3:14])[CH3:13])=[O:10])[CH2:4]1.O[N:17]1C(=O)C2C(=CC=CC=2)C1=O.C1(P(C2C=CC=CC=2)C2C=CC=CC=2)C=CC=CC=1.N(C(OC(C)C)=O)=NC(OC(C)C)=O.O.NN. The catalyst is C(Cl)Cl.O. The product is [NH2:17][O:1][CH2:2][CH:3]1[O:8][CH2:7][CH2:6][N:5]([C:9]([O:11][C:12]([CH3:15])([CH3:14])[CH3:13])=[O:10])[CH2:4]1. The yield is 0.560. (2) The reactants are [NH:1]1[C:9]2[C:4](=[CH:5][C:6]([C:10]([O:12]C)=[O:11])=[CH:7][CH:8]=2)[CH:3]=[CH:2]1.[H-].[Na+].[CH2:27](C(OC(Cl)[CH2:27][C:28]1[CH:33]=[CH:32][CH:31]=[CH:30][CH:29]=1)Cl)[C:28]1[CH:33]=[CH:32][CH:31]=[CH:30][CH:29]=1.CN(C)[CH:37]=[O:38]. No catalyst specified. The yield is 0.920. The product is [CH2:27]([O:38][CH2:37][N:1]1[C:9]2[C:4](=[CH:5][C:6]([C:10]([OH:12])=[O:11])=[CH:7][CH:8]=2)[CH:3]=[CH:2]1)[C:28]1[CH:29]=[CH:30][CH:31]=[CH:32][CH:33]=1. (3) The reactants are [CH3:1][N:2]1[C@@H:9]([C@H:10]([O:26][C@@H:27]2[O:31][C@H:30]([CH2:32][NH2:33])[C@@H:29]([OH:34])[C@H:28]2[OH:35])[C@H:11]2[O:15][C@@H:14]([N:16]3[C:22](=[O:23])[NH:21][C:19](=[O:20])[CH:18]=[CH:17]3)[C@H:13]([OH:24])[C@@H:12]2[OH:25])[C:7](=[O:8])[N:6]([CH3:36])[C@H:5]([C:37]([OH:39])=[O:38])[C@@H:4](O)[CH2:3]1. The catalyst is Cl. The product is [CH3:1][N:2]1[C@@H:9]([CH:10]([O:26][C@@H:27]2[O:31][C@H:30]([CH2:32][NH2:33])[C@@H:29]([OH:34])[C@H:28]2[OH:35])[C@H:11]2[O:15][C@@H:14]([N:16]3[C:22](=[O:23])[NH:21][C:19](=[O:20])[CH:18]=[CH:17]3)[C@H:13]([OH:24])[C@@H:12]2[OH:25])[C:7](=[O:8])[N:6]([CH3:36])[C:5]([C:37]([OH:39])=[O:38])=[CH:4][CH2:3]1. The yield is 0.200. (4) The reactants are [CH2:1]([C:4]1[N:8]([CH2:9][C:10]2[CH:29]=[CH:28][C:13]3/[C:14](=[CH:23]/[C:24]([NH:26][NH2:27])=[O:25])/[C:15]4[CH:22]=[CH:21][CH:20]=[CH:19][C:16]=4[CH2:17][CH2:18][C:12]=3[CH:11]=2)[C:7]2[CH:30]=[CH:31][CH:32]=[CH:33][C:6]=2[N:5]=1)[CH2:2][CH3:3].[CH:34](OCC)(OCC)OCC. No catalyst specified. The product is [CH2:1]([C:4]1[N:8]([CH2:9][C:10]2[CH:29]=[CH:28][C:13]3/[C:14](=[CH:23]/[C:24]4[O:25][CH:34]=[N:27][N:26]=4)/[C:15]4[CH:22]=[CH:21][CH:20]=[CH:19][C:16]=4[CH2:17][CH2:18][C:12]=3[CH:11]=2)[C:7]2[CH:30]=[CH:31][CH:32]=[CH:33][C:6]=2[N:5]=1)[CH2:2][CH3:3]. The yield is 0.930.